Dataset: Reaction yield outcomes from USPTO patents with 853,638 reactions. Task: Predict the reaction yield, written as a fraction of the theoretical maximum amount of product (1.0 means a 100% yield; for example, 0.34 means a 34% yield). (1) The reactants are [S:1]1[C:5]2[CH:6]=[C:7]([NH2:10])[CH:8]=[CH:9][C:4]=2[N:3]=[CH:2]1.[Br:11]Br.O. The catalyst is C(O)(=O)C. The product is [Br:11][C:6]1[C:5]2[S:1][CH:2]=[N:3][C:4]=2[CH:9]=[CH:8][C:7]=1[NH2:10]. The yield is 0.670. (2) The reactants are Cl[C:2]1[CH:7]=[CH:6][C:5]([O:8][CH3:9])=[CH:4][CH:3]=1.[NH:10]1[CH2:14][CH2:13][CH2:12][CH2:11]1.CC([O-])(C)C.[Na+]. The catalyst is C1C=CC(/C=C/C(/C=C/C2C=CC=CC=2)=O)=CC=1.C1C=CC(/C=C/C(/C=C/C2C=CC=CC=2)=O)=CC=1.C1C=CC(/C=C/C(/C=C/C2C=CC=CC=2)=O)=CC=1.[Pd].[Pd].C1(C)C=CC=CC=1. The product is [CH3:9][O:8][C:5]1[CH:6]=[CH:7][C:2]([N:10]2[CH2:14][CH2:13][CH2:12][CH2:11]2)=[CH:3][CH:4]=1. The yield is 0.950. (3) The reactants are [C:1]([O:5][C:6]([NH:8][C:9]1[N:14]=[CH:13][C:12](B(O)O)=[CH:11][CH:10]=1)=[O:7])([CH3:4])([CH3:3])[CH3:2].Cl[C:19]1[C:28]([N:29]([CH:31]([CH3:33])[CH3:32])[CH3:30])=[N:27][C:26]2[C:21](=[CH:22][CH:23]=[C:24]([C:34]([O:36][CH3:37])=[O:35])[CH:25]=2)[N:20]=1.[O-]P([O-])([O-])=O.[K+].[K+].[K+]. The catalyst is O1CCOCC1.O.C1C=CC([P]([Pd]([P](C2C=CC=CC=2)(C2C=CC=CC=2)C2C=CC=CC=2)([P](C2C=CC=CC=2)(C2C=CC=CC=2)C2C=CC=CC=2)[P](C2C=CC=CC=2)(C2C=CC=CC=2)C2C=CC=CC=2)(C2C=CC=CC=2)C2C=CC=CC=2)=CC=1. The product is [C:1]([O:5][C:6]([NH:8][C:9]1[N:14]=[CH:13][C:12]([C:19]2[C:28]([N:29]([CH:31]([CH3:33])[CH3:32])[CH3:30])=[N:27][C:26]3[C:21](=[CH:22][CH:23]=[C:24]([C:34]([O:36][CH3:37])=[O:35])[CH:25]=3)[N:20]=2)=[CH:11][CH:10]=1)=[O:7])([CH3:4])([CH3:3])[CH3:2]. The yield is 0.800. (4) The reactants are [Li][CH2:2][CH2:3][CH2:4][CH3:5].[F:6][C:7]1[CH:13]=[C:12](I)[CH:11]=[CH:10][C:8]=1[NH2:9]. The catalyst is C1COCC1.[Cl-].[Cl-].[Zn+2].C1C=CC([P]([Pd]([P](C2C=CC=CC=2)(C2C=CC=CC=2)C2C=CC=CC=2)([P](C2C=CC=CC=2)(C2C=CC=CC=2)C2C=CC=CC=2)[P](C2C=CC=CC=2)(C2C=CC=CC=2)C2C=CC=CC=2)(C2C=CC=CC=2)C2C=CC=CC=2)=CC=1. The product is [CH2:2]([C:12]1[CH:11]=[CH:10][C:8]([NH2:9])=[C:7]([F:6])[CH:13]=1)[CH2:3][CH2:4][CH3:5]. The yield is 0.300.